The task is: Predict the product of the given reaction.. This data is from Forward reaction prediction with 1.9M reactions from USPTO patents (1976-2016). (1) Given the reactants [CH3:1][O:2][C:3]1[CH:4]=[C:5]([CH:11]([CH:14]=O)[C:12]#[N:13])[CH:6]=[CH:7][C:8]=1[O:9][CH3:10].[C:16](=[O:21])([O:18][CH2:19][CH3:20])[NH2:17].S(=O)(=O)(O)O, predict the reaction product. The product is: [CH2:19]([O:18][C:16](=[O:21])[NH:17][CH:14]=[C:11]([C:12]#[N:13])[C:5]1[CH:6]=[CH:7][C:8]([O:9][CH3:10])=[C:3]([O:2][CH3:1])[CH:4]=1)[CH3:20]. (2) The product is: [Br:9][C:10]1[CH:11]=[C:12]([C:16]2[S:23][C:22]([SH:24])=[CH:19][C:18](=[O:20])[CH:17]=2)[CH:13]=[CH:14][CH:15]=1. Given the reactants [Li+].CC([N-]C(C)C)C.[Br:9][C:10]1[CH:11]=[C:12]([C:16](=O)[CH2:17][C:18](=[O:20])[CH3:19])[CH:13]=[CH:14][CH:15]=1.[C:22](=[S:24])=[S:23].O, predict the reaction product. (3) Given the reactants [C:1]([Si:5]([CH3:14])([CH3:13])[O:6][CH2:7][C:8]1[CH:12]=[CH:11][S:10][CH:9]=1)([CH3:4])([CH3:3])[CH3:2].[Li]C(CC)C.C1CCCCC1.CN([CH:29]=[O:30])C, predict the reaction product. The product is: [Si:5]([O:6][CH2:7][C:8]1[CH:12]=[C:11]([CH:29]=[O:30])[S:10][CH:9]=1)([C:1]([CH3:4])([CH3:3])[CH3:2])([CH3:14])[CH3:13]. (4) Given the reactants [C:1]1([CH:7]([C:14]2[CH:19]=[CH:18][C:17]([C:20]([F:23])([F:22])[F:21])=[CH:16][CH:15]=2)[N:8]2[CH2:13][CH2:12][NH:11][CH2:10][CH2:9]2)[CH:6]=[CH:5][CH:4]=[CH:3][CH:2]=1.Cl[C:25]1[CH:26]=[CH:27][C:28]2[N:29]([C:31]([C:34]([F:37])([F:36])[F:35])=[N:32][N:33]=2)[N:30]=1, predict the reaction product. The product is: [C:1]1([CH:7]([C:14]2[CH:19]=[CH:18][C:17]([C:20]([F:23])([F:22])[F:21])=[CH:16][CH:15]=2)[N:8]2[CH2:9][CH2:10][N:11]([C:25]3[CH:26]=[CH:27][C:28]4[N:29]([C:31]([C:34]([F:35])([F:37])[F:36])=[N:32][N:33]=4)[N:30]=3)[CH2:12][CH2:13]2)[CH:6]=[CH:5][CH:4]=[CH:3][CH:2]=1. (5) Given the reactants [CH3:1][O:2][C:3]1[CH:4]=[C:5]([NH:11][C:12]2[C:17]([C:18](OCC)=[O:19])=[C:16](/[CH:23]=[CH:24]/[N:25](C)C)[N:15]=[C:14]([S:28][CH3:29])[N:13]=2)[CH:6]=[C:7]([O:9][CH3:10])[CH:8]=1.[NH4+].[OH-], predict the reaction product. The product is: [CH3:1][O:2][C:3]1[CH:4]=[C:5]([NH:11][C:12]2[C:17]3[C:18](=[O:19])[NH:25][CH:24]=[CH:23][C:16]=3[N:15]=[C:14]([S:28][CH3:29])[N:13]=2)[CH:6]=[C:7]([O:9][CH3:10])[CH:8]=1. (6) The product is: [C:2]([C:4]1[CH:9]=[CH:8][CH:7]=[CH:6][CH:5]=1)(=[O:3])[CH3:1]. Given the reactants [CH3:1][C:2]([C:4]1[CH:9]=[CH:8][C:7](O)=[C:6](OC)[CH:5]=1)=[O:3].C(=O)([O-])[O-].[K+].[K+].COCCl, predict the reaction product. (7) Given the reactants [CH2:1]([O:3][C:4](=[O:24])[C:5](=O)[CH2:6][C:7]([C:9]1[CH:14]=[CH:13][C:12]([O:15][CH2:16][C:17]2[CH:22]=[CH:21][CH:20]=[CH:19][CH:18]=2)=[CH:11][CH:10]=1)=O)[CH3:2].[Cl:25][C:26]1[CH:31]=[C:30]([Cl:32])[CH:29]=[CH:28][C:27]=1[NH:33][NH2:34], predict the reaction product. The product is: [CH2:1]([O:3][C:4]([C:5]1[CH:6]=[C:7]([C:9]2[CH:14]=[CH:13][C:12]([O:15][CH2:16][C:17]3[CH:22]=[CH:21][CH:20]=[CH:19][CH:18]=3)=[CH:11][CH:10]=2)[N:33]([C:27]2[CH:28]=[CH:29][C:30]([Cl:32])=[CH:31][C:26]=2[Cl:25])[N:34]=1)=[O:24])[CH3:2]. (8) Given the reactants BrC1C=CC(OC)=CC=1CC[C:12]([C:14]1[CH:19]=[CH:18][CH:17]=[CH:16][CH:15]=1)=[O:13].[CH2:20](O)[CH2:21][OH:22], predict the reaction product. The product is: [C:14]1([CH:12]2[O:13][CH2:20][CH2:21][O:22]2)[CH:15]=[CH:16][CH:17]=[CH:18][CH:19]=1. (9) Given the reactants [NH2:1][C:2]1[CH:3]=[C:4]([OH:8])[CH:5]=[CH:6][CH:7]=1.[F:9][C:10]([F:21])([F:20])[C:11](O[C:11](=[O:12])[C:10]([F:21])([F:20])[F:9])=[O:12], predict the reaction product. The product is: [F:9][C:10]([F:21])([F:20])[C:11]([NH:1][C:2]1[CH:7]=[CH:6][CH:5]=[C:4]([OH:8])[CH:3]=1)=[O:12]. (10) Given the reactants [Cl:1][C:2]1[S:3][CH:4]=[C:5]([C:7](Cl)=[O:8])[N:6]=1.ClC1S[CH:13]=[C:14](C(O)=O)[N:15]=1.S(Cl)(Cl)=O.C(N)C, predict the reaction product. The product is: [Cl:1][C:2]1[S:3][CH:4]=[C:5]([C:7]([NH:15][CH2:14][CH3:13])=[O:8])[N:6]=1.